From a dataset of Full USPTO retrosynthesis dataset with 1.9M reactions from patents (1976-2016). Predict the reactants needed to synthesize the given product. (1) Given the product [N:11]1[C:12]2[C:17](=[CH:16][CH:15]=[CH:14][CH:13]=2)[CH:18]=[C:9]([NH:8][C:6]2[CH:5]=[CH:4][N:3]=[C:2]([NH:24][C:23]3[CH:25]=[C:26]([O:30][CH3:31])[C:27]([O:28][CH3:29])=[C:21]([O:20][CH3:19])[CH:22]=3)[N:7]=2)[CH:10]=1, predict the reactants needed to synthesize it. The reactants are: Cl[C:2]1[N:7]=[C:6]([NH:8][C:9]2[CH:10]=[N:11][C:12]3[C:17]([CH:18]=2)=[CH:16][CH:15]=[CH:14][CH:13]=3)[CH:5]=[CH:4][N:3]=1.[CH3:19][O:20][C:21]1[CH:22]=[C:23]([CH:25]=[C:26]([O:30][CH3:31])[C:27]=1[O:28][CH3:29])[NH2:24].O.C([O-])(O)=O.[Na+]. (2) The reactants are: C(C[C:4]1([C:14]#[N:15])[C:12]2[C:7](=[CH:8][CH:9]=[C:10]([Cl:13])[CH:11]=2)[CH2:6][CH2:5]1)#N.[OH:16]S(O)(=O)=O.[CH3:21][C:22]([OH:24])=O. Given the product [Cl:13][C:10]1[CH:11]=[C:12]2[C:7]([CH2:6][CH2:5][C:4]32[CH2:21][C:22](=[O:24])[NH:15][C:14]3=[O:16])=[CH:8][CH:9]=1, predict the reactants needed to synthesize it. (3) Given the product [NH2:1][C:2]1[N:16]=[CH:15][C:14]([C:23]2[CH:22]=[CH:21][CH:20]=[C:19]([OH:18])[CH:24]=2)=[CH:13][C:3]=1[C:4]([NH:6][C:7]1[CH:12]=[CH:11][N:10]=[CH:9][CH:8]=1)=[O:5], predict the reactants needed to synthesize it. The reactants are: [NH2:1][C:2]1[N:16]=[CH:15][C:14](Br)=[CH:13][C:3]=1[C:4]([NH:6][C:7]1[CH:12]=[CH:11][N:10]=[CH:9][CH:8]=1)=[O:5].[OH:18][C:19]1[CH:20]=[C:21](B2OC(C)(C)C(C)(C)O2)[CH:22]=[CH:23][CH:24]=1. (4) The reactants are: Cl[C:2]1[C:3]([Cl:22])=[CH:4][C:5]2[N:10]3[CH:11]=[N:12][N:13]=[C:9]3[C:8]([N:14]3[CH2:19][CH2:18][N:17]([CH3:20])[CH2:16][CH2:15]3)=[N:7][C:6]=2[N:21]=1.[CH3:23][CH2:24][O-:25].[Na+]. Given the product [Cl:22][C:3]1[C:2]([O:25][CH2:24][CH3:23])=[N:21][C:6]2[N:7]=[C:8]([N:14]3[CH2:19][CH2:18][N:17]([CH3:20])[CH2:16][CH2:15]3)[C:9]3[N:10]([CH:11]=[N:12][N:13]=3)[C:5]=2[CH:4]=1, predict the reactants needed to synthesize it. (5) Given the product [CH3:7][CH:8]([C:16]1[CH:15]=[C:9]([CH:8]=[CH:7][C:6]=1[OH:5])[C:10]([O:12][CH2:13][CH3:14])=[O:11])[C:9]([CH3:15])=[CH2:10], predict the reactants needed to synthesize it. The reactants are: CC(C)=CC[O:5][C:6]1[CH:16]=[CH:15][C:9]([C:10]([O:12][CH2:13][CH3:14])=[O:11])=[CH:8][CH:7]=1. (6) The reactants are: C[O:2][C:3]([C:5]1[S:6][C:7]([C:12](=[O:22])[NH:13][CH2:14][C:15]2[CH:20]=[CH:19][CH:18]=[C:17]([OH:21])[CH:16]=2)=[CH:8][C:9]=1[CH2:10][CH3:11])=[O:4].O.[OH-].[Li+].C1COCC1.Cl. Given the product [CH2:10]([C:9]1[CH:8]=[C:7]([C:12](=[O:22])[NH:13][CH2:14][C:15]2[CH:20]=[CH:19][CH:18]=[C:17]([OH:21])[CH:16]=2)[S:6][C:5]=1[C:3]([OH:4])=[O:2])[CH3:11], predict the reactants needed to synthesize it. (7) Given the product [CH:1]([O:4][C:5]([N:7]1[CH2:12][CH2:11][CH:10]([O:13][CH2:14][C:15]2[O:19][N:18]=[C:17]([C:20]3[CH:21]=[N:22][C:23]([Cl:40])=[N:24][CH:25]=3)[N:16]=2)[CH2:9][CH2:8]1)=[O:6])([CH3:3])[CH3:2], predict the reactants needed to synthesize it. The reactants are: [CH:1]([O:4][C:5]([N:7]1[CH2:12][CH2:11][CH:10]([O:13][CH2:14][C:15]2[O:19][N:18]=[C:17]([C:20]3[CH:21]=[N:22][C:23](O)=[N:24][CH:25]=3)[N:16]=2)[CH2:9][CH2:8]1)=[O:6])([CH3:3])[CH3:2].CNN(NC)C1C=CC=CC=1.P(Cl)(Cl)([Cl:40])=O. (8) Given the product [ClH:52].[ClH:52].[NH2:30][C:16]([CH2:38][CH2:39][N:40]([CH2:44][C:45]1[CH:50]=[CH:49][CH:48]=[CH:47][CH:46]=1)[CH2:41][CH2:42][OH:43])([CH2:17][CH2:18][CH2:19][CH2:20][B:21]([OH:22])[OH:25])[C:15]([OH:51])=[O:14], predict the reactants needed to synthesize it. The reactants are: C(NCCO)C1C=CC=CC=1.C([O:14][C:15](=[O:51])[C:16]([CH2:38][CH2:39][N:40]([CH2:44][C:45]1[CH:50]=[CH:49][CH:48]=[CH:47][CH:46]=1)[CH2:41][CH2:42][OH:43])([NH:30]C(OC(C)(C)C)=O)[CH2:17][CH2:18][CH2:19][CH2:20][B:21]1[O:25]C(C)(C)C(C)(C)[O:22]1)C.[ClH:52]. (9) Given the product [C:1]([O:5][C:6]([N:8]1[CH2:11][C:10]2([CH2:16][CH2:15][N:14]([CH:20]3[CH2:22][CH2:21]3)[CH2:13][CH2:12]2)[CH2:9]1)=[O:7])([CH3:4])([CH3:2])[CH3:3], predict the reactants needed to synthesize it. The reactants are: [C:1]([O:5][C:6]([N:8]1[CH2:11][C:10]2([CH2:16][CH2:15][NH:14][CH2:13][CH2:12]2)[CH2:9]1)=[O:7])([CH3:4])([CH3:3])[CH3:2].C(O[C:20]1(O[Si](C)(C)C)[CH2:22][CH2:21]1)C.CC(O)=O.[BH3-]C#N.[Na+]. (10) Given the product [N:1]1([CH2:8][CH2:9][O:10][C:11]2[CH:16]=[CH:15][C:14]([C:17]([C:19]3[C:28]4[C:23](=[CH:24][C:25]([OH:29])=[CH:26][CH:27]=4)[CH:22]=[CH:21][C:20]=3[C:31]3[C:32]([F:38])=[CH:33][CH:34]=[CH:35][C:36]=3[F:37])=[O:18])=[CH:13][CH:12]=2)[CH2:7][CH2:6][CH2:5][CH2:4][CH2:3][CH2:2]1, predict the reactants needed to synthesize it. The reactants are: [N:1]1([CH2:8][CH2:9][O:10][C:11]2[CH:16]=[CH:15][C:14]([C:17]([C:19]3[C:28]4[C:23](=[CH:24][C:25]([O:29]C)=[CH:26][CH:27]=4)[CH:22]=[CH:21][C:20]=3[C:31]3[C:36]([F:37])=[CH:35][CH:34]=[CH:33][C:32]=3[F:38])=[O:18])=[CH:13][CH:12]=2)[CH2:7][CH2:6][CH2:5][CH2:4][CH2:3][CH2:2]1.B(Br)(Br)Br.C(=O)(O)[O-].[Na+].C(Cl)(Cl)Cl.C(O)(C)C.